Predict the reaction yield, written as a fraction of the theoretical maximum amount of product (1.0 means a 100% yield; for example, 0.34 means a 34% yield). From a dataset of Reaction yield outcomes from USPTO patents with 853,638 reactions. (1) The reactants are [Cl-].[Mg+2].[Cl-].[CH2:4]([O:6][C:7](=[O:12])[CH2:8][C:9]([O-:11])=O)[CH3:5].[K+].[C:14]([C:18]1[CH:23]=[CH:22][C:21]([CH:24]2[CH2:29][CH:28](C(O)=O)[CH2:27][CH2:26][N:25]2[C:33]([O:35][CH3:36])=[O:34])=[CH:20][CH:19]=1)([CH3:17])([CH3:16])[CH3:15].N1(C(N2C=CN=C2)=O)C=CN=C1.Cl. The catalyst is CN1C2C(N=C(N)NC=2NCC1CNC1C=CC(C(NC(C(O)=O)CCC(O)=O)=O)=CC=1)=O. The product is [C:14]([C:18]1[CH:23]=[CH:22][C:21]([C@H:24]2[CH2:29][C@H:28]([C:9](=[O:11])[CH2:8][C:7]([O:6][CH2:4][CH3:5])=[O:12])[CH2:27][CH2:26][N:25]2[C:33]([O:35][CH3:36])=[O:34])=[CH:20][CH:19]=1)([CH3:17])([CH3:15])[CH3:16]. The yield is 0.0940. (2) The reactants are Cl[C:2]1[CH:11]=[C:10]([C:12]2[CH:17]=[CH:16][CH:15]=[CH:14][C:13]=2[CH3:18])[C:5]([C:6]([NH:8][CH3:9])=[O:7])=[CH:4][N:3]=1.[C:19]([O:23][C:24]([N:26]1[CH2:31][CH2:30][NH:29][CH2:28][CH2:27]1)=[O:25])([CH3:22])([CH3:21])[CH3:20].C(N(C(C)C)C(C)C)C. The catalyst is CN(C1C=CN=CC=1)C.ClCCl. The yield is 0.480. The product is [C:19]([O:23][C:24]([N:26]1[CH2:31][CH2:30][N:29]([C:2]2[CH:11]=[C:10]([C:12]3[CH:17]=[CH:16][CH:15]=[CH:14][C:13]=3[CH3:18])[C:5]([C:6](=[O:7])[NH:8][CH3:9])=[CH:4][N:3]=2)[CH2:28][CH2:27]1)=[O:25])([CH3:22])([CH3:20])[CH3:21]. (3) The reactants are [O:1]=[C:2]([C:26]1[CH:31]=[CH:30][C:29]([C:32]([CH3:36])([CH3:35])[CH2:33][OH:34])=[CH:28][CH:27]=1)[CH2:3][CH2:4][CH2:5][N:6]1[CH2:11][CH2:10][CH:9]([C:12]([OH:25])([C:19]2[CH:24]=[CH:23][CH:22]=[CH:21][CH:20]=2)[C:13]2[CH:18]=[CH:17][CH:16]=[CH:15][CH:14]=2)[CH2:8][CH2:7]1.[BH4-].[Na+].Cl. The catalyst is CO.O. The product is [OH:1][CH:2]([C:26]1[CH:27]=[CH:28][C:29]([C:32]([CH3:36])([CH3:35])[CH2:33][OH:34])=[CH:30][CH:31]=1)[CH2:3][CH2:4][CH2:5][N:6]1[CH2:11][CH2:10][CH:9]([C:12]([OH:25])([C:13]2[CH:14]=[CH:15][CH:16]=[CH:17][CH:18]=2)[C:19]2[CH:24]=[CH:23][CH:22]=[CH:21][CH:20]=2)[CH2:8][CH2:7]1. The yield is 0.790. (4) The reactants are [Br:1][C:2]1[CH:3]=[C:4]([N+:12]([O-:14])=[O:13])[C:5]2[N:9]=[C:8]([CH3:10])[NH:7][C:6]=2[CH:11]=1.BrC1NC2C=CC=CC=2N=1.Br[CH2:26][C:27]1[CH:32]=[CH:31][CH:30]=[CH:29][CH:28]=1.C([O-])([O-])=O.[K+].[K+]. The catalyst is CN(C=O)C. The product is [Br:1][C:2]1[CH:3]=[C:4]([N+:12]([O-:14])=[O:13])[C:5]2[N:9]=[C:8]([CH3:10])[N:7]([CH2:26][C:27]3[CH:32]=[CH:31][CH:30]=[CH:29][CH:28]=3)[C:6]=2[CH:11]=1. The yield is 0.930. (5) The reactants are [CH3:1]C(C)([O-])C.[Na+].[CH3:7][NH:8][C:9]([N:11]1[CH2:15][CH2:14][CH2:13][C@@H:12]1[C:16]1[CH:20]=[C:19]([C:21]2[CH:26]=[CH:25][CH:24]=[CH:23][CH:22]=2)[O:18][N:17]=1)=[S:10].CI. The catalyst is C1COCC1. The product is [CH3:7][N:8]=[C:9]([N:11]1[CH2:15][CH2:14][CH2:13][C@@H:12]1[C:16]1[CH:20]=[C:19]([C:21]2[CH:26]=[CH:25][CH:24]=[CH:23][CH:22]=2)[O:18][N:17]=1)[S:10][CH3:1]. The yield is 0.990. (6) The reactants are [C:1]([O:5][C:6]([N:8]1[CH2:20][C@@H:19]([CH3:21])[N:18]2[C@H:10]([CH2:11][C:12]3[C:17]2=[N:16][C:15](Br)=[CH:14][CH:13]=3)[CH2:9]1)=[O:7])([CH3:4])([CH3:3])[CH3:2].[Cu][C:24]#[N:25]. The catalyst is O1CCOCC1.[C-]#N.C([N+](CC)(CC)CC)C.C1C=CC(/C=C/C(/C=C/C2C=CC=CC=2)=O)=CC=1.C1C=CC(/C=C/C(/C=C/C2C=CC=CC=2)=O)=CC=1.C1C=CC(/C=C/C(/C=C/C2C=CC=CC=2)=O)=CC=1.[Pd].[Pd].C1(P(C2C=CC=CC=2)[C-]2C=CC=C2)C=CC=CC=1.[C-]1(P(C2C=CC=CC=2)C2C=CC=CC=2)C=CC=C1.[Fe+2]. The product is [C:1]([O:5][C:6]([N:8]1[CH2:20][C@@H:19]([CH3:21])[N:18]2[C@H:10]([CH2:11][C:12]3[C:17]2=[N:16][C:15]([C:24]#[N:25])=[CH:14][CH:13]=3)[CH2:9]1)=[O:7])([CH3:4])([CH3:3])[CH3:2]. The yield is 0.984. (7) The reactants are [CH:1]([Mg]Cl)([CH3:3])[CH3:2].ClC([C:9]1[CH:14]=[CH:13]C=[CH:11][C:10]=1[CH:15]([CH3:18])[C:16]#[N:17])=O.Cl.CC[O:22][CH2:23][CH3:24]. The catalyst is C1COCC1.[Cl-].[Cl-].[Zn+2].C1C=CC(P(C2C=CC=CC=2)[C-]2C=CC=C2)=CC=1.C1C=CC(P(C2C=CC=CC=2)[C-]2C=CC=C2)=CC=1.Cl[Pd]Cl.[Fe+2]. The product is [C:23]([C:24]1[CH:11]=[C:10]([CH:15]([CH3:18])[C:16]#[N:17])[CH:9]=[CH:14][CH:13]=1)(=[O:22])[CH:1]([CH3:3])[CH3:2]. The yield is 0.810. (8) The reactants are [Br:1][C:2]1[CH:9]=[CH:8][C:5]([CH:6]=[O:7])=[C:4]([F:10])[CH:3]=1.[BH4-].[Na+]. The catalyst is CO. The product is [Br:1][C:2]1[CH:9]=[CH:8][C:5]([CH2:6][OH:7])=[C:4]([F:10])[CH:3]=1. The yield is 0.990.